From a dataset of Human liver microsome stability data. Regression/Classification. Given a drug SMILES string, predict its absorption, distribution, metabolism, or excretion properties. Task type varies by dataset: regression for continuous measurements (e.g., permeability, clearance, half-life) or binary classification for categorical outcomes (e.g., BBB penetration, CYP inhibition). Dataset: hlm. (1) The compound is CC#C[C@@H](Cc1nn[nH]n1)c1ccc(OCc2ccc3scc(-c4ccc(OCCCS(C)(=O)=O)cc4C)c3c2)cc1. The result is 0 (unstable in human liver microsomes). (2) The result is 1 (stable in human liver microsomes). The compound is CC(C)(C)c1cnc(NC(=O)N2CCCN(C(=O)C3CCOCC3)CC2)s1. (3) The molecule is CC(C)OC(=O)C1=CN(C(=O)c2cccc(OCCCN3CCCCC3)c2)CC(C)(C)c2c1[nH]c1ccccc21. The result is 1 (stable in human liver microsomes). (4) The drug is C=C(C)[C@@H]1CC[C@]2(NCCN3CCN(S(C)(=O)=O)CC3)CC[C@]3(C)[C@H](CC[C@@H]4[C@@]5(C)CC=C(c6ccc(C(=O)O)cc6)C(C)(C)[C@@H]5CC[C@]43C)[C@@H]12. The result is 0 (unstable in human liver microsomes).